From a dataset of Catalyst prediction with 721,799 reactions and 888 catalyst types from USPTO. Predict which catalyst facilitates the given reaction. (1) Reactant: S(Cl)([Cl:3])=O.[Cl:5][C:6]1[C:10]([CH3:11])=[CH:9][S:8][C:7]=1[CH2:12]O.C(=O)([O-])O.[Na+]. Product: [Cl:5][C:6]1[C:10]([CH3:11])=[CH:9][S:8][C:7]=1[CH2:12][Cl:3]. The catalyst class is: 22. (2) Reactant: [NH2:1][C:2]1[CH:3]=[C:4]([C:8]2[C:9]3[C:16]([C:17]([O:19][CH2:20][CH3:21])=[O:18])=[CH:15][NH:14][C:10]=3[N:11]=[CH:12][N:13]=2)[CH:5]=[CH:6][CH:7]=1.[CH3:22][N:23]([CH3:31])[CH2:24]/[CH:25]=[C:26](\[CH3:30])/[C:27]([O-])=[O:28].[Li+].CCCP1(OP(CCC)(=O)OP(CCC)(=O)O1)=O. Product: [CH3:22][N:23]([CH3:31])[CH2:24]/[CH:25]=[C:26](\[CH3:30])/[C:27]([NH:1][C:2]1[CH:3]=[C:4]([C:8]2[C:9]3[C:16]([C:17]([O:19][CH2:20][CH3:21])=[O:18])=[CH:15][NH:14][C:10]=3[N:11]=[CH:12][N:13]=2)[CH:5]=[CH:6][CH:7]=1)=[O:28]. The catalyst class is: 7. (3) Reactant: [N+:1]([C:4]1[CH:9]=[CH:8][CH:7]=[CH:6][C:5]=1[S:10]([NH:13][C@@H:14]1[C@@H:21]2[C@@H:17]([CH2:18][N:19]([S:22]([C:25]3[CH:30]=[CH:29][C:28]([C:31]([F:34])([F:33])[F:32])=[CH:27][CH:26]=3)(=[O:24])=[O:23])[CH2:20]2)[CH2:16][CH2:15]1)(=[O:12])=[O:11])([O-:3])=[O:2].S(OC)(O[CH3:39])(=O)=O.N12CCCN=C1CCCCC2.O. Product: [CH3:39][N:13]([C@@H:14]1[C@@H:21]2[C@@H:17]([CH2:18][N:19]([S:22]([C:25]3[CH:26]=[CH:27][C:28]([C:31]([F:34])([F:33])[F:32])=[CH:29][CH:30]=3)(=[O:24])=[O:23])[CH2:20]2)[CH2:16][CH2:15]1)[S:10]([C:5]1[CH:6]=[CH:7][CH:8]=[CH:9][C:4]=1[N+:1]([O-:3])=[O:2])(=[O:12])=[O:11]. The catalyst class is: 9. (4) Reactant: C([NH:4][C:5]12[CH2:18][C:9]3([CH3:19])[CH2:10][C:11]([NH:14]C(=O)C)([CH2:13][C:7]([CH3:20])([CH2:8]3)[CH2:6]1)[CH2:12]2)(=O)C.C(O)COCCO. Product: [NH2:4][C:5]12[CH2:18][C:9]3([CH3:19])[CH2:10][C:11]([NH2:14])([CH2:13][C:7]([CH3:20])([CH2:8]3)[CH2:6]1)[CH2:12]2. The catalyst class is: 6. (5) Reactant: Br[CH2:2][C:3]([C:5]1[CH:10]=[CH:9][CH:8]=[CH:7][CH:6]=1)=O.[NH2:11][C:12]1[N:17]=[C:16]([NH2:18])[CH:15]=[CH:14][N:13]=1. Product: [C:5]1([C:3]2[N:11]=[C:12]3[N:17]=[C:16]([NH2:18])[CH:15]=[CH:14][N:13]3[CH:2]=2)[CH:10]=[CH:9][CH:8]=[CH:7][CH:6]=1. The catalyst class is: 21.